Dataset: Forward reaction prediction with 1.9M reactions from USPTO patents (1976-2016). Task: Predict the product of the given reaction. (1) Given the reactants [N:1]1[C:6]2[CH2:7][CH2:8][N:9]([CH2:11][CH2:12][CH2:13][CH2:14][O:15][C:16]3[CH:25]=[C:24]4[C:19]([CH2:20][CH2:21][C:22](=[O:26])[NH:23]4)=[CH:18][CH:17]=3)[CH2:10][C:5]=2C=N[CH:2]=1.[N:27]1C=CN=C2CNCC[C:28]=12, predict the reaction product. The product is: [N:1]1[CH:2]=[CH:28][N:27]=[C:5]2[CH2:10][N:9]([CH2:11][CH2:12][CH2:13][CH2:14][O:15][C:16]3[CH:25]=[C:24]4[C:19]([CH2:20][CH2:21][C:22](=[O:26])[NH:23]4)=[CH:18][CH:17]=3)[CH2:8][CH2:7][C:6]=12. (2) Given the reactants [Br:1][C:2]1[S:6][C:5]([CH:7]=O)=[CH:4][CH:3]=1.[N:9]([CH2:12][C:13]([O:15][CH2:16][CH3:17])=[O:14])=[N+:10]=[N-:11].C(O)C.[O-]CC.[Na+].[Cl-].[NH4+], predict the reaction product. The product is: [N:9]([C:12](=[CH:7][C:5]1[S:6][C:2]([Br:1])=[CH:3][CH:4]=1)[C:13]([O:15][CH2:16][CH3:17])=[O:14])=[N+:10]=[N-:11]. (3) Given the reactants [F:1][C:2]1[CH:7]=[CH:6][CH:5]=[CH:4][C:3]=1[C:8]1[C:20]2[C:19]3[C:14](=[CH:15][C:16]([C:21]([N:23]4[CH2:28][CH2:27][O:26][CH2:25][CH2:24]4)=[O:22])=[CH:17][CH:18]=3)[NH:13][C:12]=2[C:11]([C:29](O)=[O:30])=[N:10][CH:9]=1.[Cl-].[NH4+].C1C=[N:38]C2N(O)N=NC=2C=1.C(Cl)CCl.CCN(C(C)C)C(C)C, predict the reaction product. The product is: [F:1][C:2]1[CH:7]=[CH:6][CH:5]=[CH:4][C:3]=1[C:8]1[C:20]2[C:19]3[C:14](=[CH:15][C:16]([C:21]([N:23]4[CH2:24][CH2:25][O:26][CH2:27][CH2:28]4)=[O:22])=[CH:17][CH:18]=3)[NH:13][C:12]=2[C:11]([C:29]([NH2:38])=[O:30])=[N:10][CH:9]=1. (4) Given the reactants C([O:3][C:4]([C:6]1[C:10]([I:11])=[CH:9][N:8]([CH2:12][CH2:13][O:14][CH:15]2[CH2:20][CH2:19][CH2:18][CH2:17][O:16]2)[N:7]=1)=O)C.[BH4-].[Li+], predict the reaction product. The product is: [I:11][C:10]1[C:6]([CH2:4][OH:3])=[N:7][N:8]([CH2:12][CH2:13][O:14][CH:15]2[CH2:20][CH2:19][CH2:18][CH2:17][O:16]2)[CH:9]=1. (5) Given the reactants BrC[C:3]1[CH:12]=[CH:11][C:6]([C:7]([O:9][CH3:10])=[O:8])=[CH:5][CH:4]=1.[F:13][C:14]1[CH:15]=[C:16](B(O)O)[CH:17]=[CH:18][CH:19]=1.[CH:23](N(CC)C(C)C)(C)C.ClCCl, predict the reaction product. The product is: [F:13][C:14]1[CH:15]=[C:16]([CH:17]=[CH:18][CH:19]=1)[CH2:23][C:12]1[CH:11]=[C:6]([CH:5]=[CH:4][CH:3]=1)[C:7]([O:9][CH3:10])=[O:8]. (6) Given the reactants [Br:1][C:2]1[CH:7]=[CH:6][CH:5]=[C:4]([NH:8][NH2:9])[N:3]=1.[C:10](N1C=CN=C1)(N1C=CN=C1)=[O:11], predict the reaction product. The product is: [Br:1][C:2]1[N:3]2[C:10](=[O:11])[NH:9][N:8]=[C:4]2[CH:5]=[CH:6][CH:7]=1. (7) Given the reactants [N:1]1[CH:6]=[CH:5][CH:4]=[CH:3][C:2]=1[N:7]([CH2:31][CH2:32][C:33]([O:35][CH2:36][CH3:37])=[O:34])[C:8]([C:10]1[CH:30]=[CH:29][C:13]2[N:14]([CH3:28])[C:15]([CH2:17][NH:18][C:19]3[CH:24]=[CH:23][C:22]([C:25](=[NH:27])[NH2:26])=[CH:21][CH:20]=3)=[N:16][C:12]=2[CH:11]=1)=[O:9].C(=O)([O-])[O-].[K+].[K+].[CH2:44]([O:50][C:51](Cl)=[O:52])[CH2:45][CH2:46][CH2:47][CH2:48][CH3:49], predict the reaction product. The product is: [N:1]1[CH:6]=[CH:5][CH:4]=[CH:3][C:2]=1[N:7]([CH2:31][CH2:32][C:33]([O:35][CH2:36][CH3:37])=[O:34])[C:8]([C:10]1[CH:30]=[CH:29][C:13]2[N:14]([CH3:28])[C:15]([CH2:17][NH:18][C:19]3[CH:24]=[CH:23][C:22]([C:25](=[NH:26])[NH:27][C:51]([O:50][CH2:44][CH2:45][CH2:46][CH2:47][CH2:48][CH3:49])=[O:52])=[CH:21][CH:20]=3)=[N:16][C:12]=2[CH:11]=1)=[O:9]. (8) The product is: [NH2:16][C:10]1[C:9]([C:7]([CH:1]2[CH2:6][CH2:5][CH2:4][CH2:3][CH2:2]2)=[O:8])=[CH:14][CH:13]=[CH:12][N:11]=1. Given the reactants [CH:1]1([C:7]([C:9]2[C:10](F)=[N:11][CH:12]=[CH:13][CH:14]=2)=[O:8])[CH2:6][CH2:5][CH2:4][CH2:3][CH2:2]1.[NH3:16].CO, predict the reaction product. (9) Given the reactants [NH2:1][C:2]1[CH:16]=[CH:15][C:5]([CH2:6][P:7](=[O:14])([O:11][CH2:12][CH3:13])[O:8][CH2:9][CH3:10])=[CH:4][CH:3]=1.[F:17][C:18]([F:36])([F:35])[C:19]1[CH:24]=[CH:23][C:22]([C:25]2[O:29][N:28]=[CH:27][C:26]=2[CH2:30][CH2:31][C:32](O)=[O:33])=[CH:21][CH:20]=1.ON1C2N=CC=CC=2N=N1.C(N=C=NCCCN(C)C)C, predict the reaction product. The product is: [CH2:12]([O:11][P:7]([CH2:6][C:5]1[CH:4]=[CH:3][C:2]([NH:1][C:32](=[O:33])[CH2:31][CH2:30][C:26]2[CH:27]=[N:28][O:29][C:25]=2[C:22]2[CH:23]=[CH:24][C:19]([C:18]([F:35])([F:17])[F:36])=[CH:20][CH:21]=2)=[CH:16][CH:15]=1)([O:8][CH2:9][CH3:10])=[O:14])[CH3:13]. (10) The product is: [NH2:7][C:6]1[N:1]=[C:2]([NH:8][C:16](=[O:18])[CH3:17])[CH:3]=[CH:4][CH:5]=1. Given the reactants [N:1]1[C:6]([NH2:7])=[CH:5][CH:4]=[CH:3][C:2]=1[NH2:8].C(N(CC)CC)C.[C:16](Cl)(=[O:18])[CH3:17], predict the reaction product.